Dataset: Forward reaction prediction with 1.9M reactions from USPTO patents (1976-2016). Task: Predict the product of the given reaction. (1) The product is: [CH2:1]([C:3]1[CH:8]=[C:7]([CH3:9])[CH:6]=[C:5]([CH2:10][CH3:11])[C:4]=1[C:12]1[C:13](=[O:14])[N:15]([CH3:30])[N:16]=[C:17]([C:23]2[CH:28]=[CH:27][C:26]([F:29])=[CH:25][CH:24]=2)[C:18]=1[S:19]([CH3:22])(=[O:21])=[O:20])[CH3:2].[CH2:1]([C:3]1[CH:8]=[C:7]([CH3:9])[CH:6]=[C:5]([CH2:10][CH3:11])[C:4]=1[C:12]([C:13]1[N:15]([CH3:30])[N:16]=[C:17]([C:23]2[CH:28]=[CH:27][C:26]([F:29])=[CH:25][CH:24]=2)[C:18]=1[S:19]([CH3:22])(=[O:21])=[O:20])=[O:31])[CH3:2]. Given the reactants [CH2:1]([C:3]1[CH:8]=[C:7]([CH3:9])[CH:6]=[C:5]([CH2:10][CH3:11])[C:4]=1[C:12](=[O:31])[C:13]([N:15]([CH3:30])[N:16]=[C:17]([C:23]1[CH:28]=[CH:27][C:26]([F:29])=[CH:25][CH:24]=1)[CH2:18][S:19]([CH3:22])(=[O:21])=[O:20])=[O:14])[CH3:2].CO.O.[OH-].[Li+].Cl, predict the reaction product. (2) Given the reactants [I:1][C:2]1[CH:10]=[CH:9][C:8]([S:11]([CH3:14])(=[O:13])=[O:12])=[CH:7][C:3]=1[C:4]([OH:6])=O.[F:15][C:16]1[CH:21]=[C:20]([C:22]([F:25])([F:24])[F:23])[CH:19]=[CH:18][C:17]=1[N:26]1[CH2:31][CH2:30][NH:29][CH2:28][CH2:27]1, predict the reaction product. The product is: [F:15][C:16]1[CH:21]=[C:20]([C:22]([F:23])([F:24])[F:25])[CH:19]=[CH:18][C:17]=1[N:26]1[CH2:31][CH2:30][N:29]([C:4]([C:3]2[CH:7]=[C:8]([S:11]([CH3:14])(=[O:13])=[O:12])[CH:9]=[CH:10][C:2]=2[I:1])=[O:6])[CH2:28][CH2:27]1.